The task is: Predict the product of the given reaction.. This data is from Forward reaction prediction with 1.9M reactions from USPTO patents (1976-2016). (1) Given the reactants [S:1]1[C:5]2[CH:6]=[CH:7][CH:8]=[C:9]([O:10][C:11]3[CH:16]=[CH:15][C:14]([NH:17][C:18]4[C:19]5[N:26]([CH2:27][CH2:28][NH:29][C:30](=[O:36])[C:31]([CH3:35])([CH3:34])[CH2:32][OH:33])[CH:25]=[CH:24][C:20]=5[N:21]=[CH:22][N:23]=4)=[CH:13][C:12]=3[Cl:37])[C:4]=2[CH:3]=[CH:2]1.[CH3:38][S:39]([OH:42])(=[O:41])=[O:40].C(OCC)(=O)C, predict the reaction product. The product is: [CH3:38][S:39]([OH:42])(=[O:41])=[O:40].[S:1]1[C:5]2[CH:6]=[CH:7][CH:8]=[C:9]([O:10][C:11]3[CH:16]=[CH:15][C:14]([NH:17][C:18]4[C:19]5[N:26]([CH2:27][CH2:28][NH:29][C:30](=[O:36])[C:31]([CH3:35])([CH3:34])[CH2:32][OH:33])[CH:25]=[CH:24][C:20]=5[N:21]=[CH:22][N:23]=4)=[CH:13][C:12]=3[Cl:37])[C:4]=2[CH:3]=[CH:2]1. (2) Given the reactants [CH3:1][O:2][C:3]1[C:4](=[O:9])[NH:5][CH:6]=[CH:7][CH:8]=1.[H-].[Na+].I[CH2:13][CH2:14][CH2:15][CH3:16], predict the reaction product. The product is: [CH2:13]([N:5]1[CH:6]=[CH:7][CH:8]=[C:3]([O:2][CH3:1])[C:4]1=[O:9])[CH2:14][CH2:15][CH3:16]. (3) Given the reactants [CH3:1][C:2]1[N:7]=[CH:6][C:5]([C:8]2[NH:9][C:10]3[CH:11]=[C:12]([NH:22][C:23]([C@H:25]([NH:34]C(=O)OC(C)(C)C)[CH2:26][CH2:27][C:28]4[CH:33]=[CH:32][CH:31]=[CH:30][CH:29]=4)=[O:24])[CH:13]=[C:14]4[C:20](=[O:21])[NH:19][N:18]=[CH:17][C:16]=2[C:15]=34)=[CH:4][CH:3]=1, predict the reaction product. The product is: [NH2:34][C@H:25]([CH2:26][CH2:27][C:28]1[CH:29]=[CH:30][CH:31]=[CH:32][CH:33]=1)[C:23]([NH:22][C:12]1[CH:13]=[C:14]2[C:20](=[O:21])[NH:19][N:18]=[CH:17][C:16]3=[C:8]([C:5]4[CH:6]=[N:7][C:2]([CH3:1])=[CH:3][CH:4]=4)[NH:9][C:10]([CH:11]=1)=[C:15]23)=[O:24]. (4) Given the reactants [CH2:1]([C:4]1[CH:5]=[C:6]([CH:12]=[CH:13][C:14]=1[O:15][CH3:16])[C:7]([N:9]([CH3:11])[CH3:10])=[O:8])[CH:2]=[CH2:3].CC[C@@H]1[C@@H]2C[C@H]([C@@H](OC3C4C(=CC=CC=4)C(O[C@@H](C4C=CN=C5C=4C=C(OC)C=C5)[C@@H]4N5C[C@H](CC)[C@@H](CC5)C4)=NN=3)C3C=CN=C4C=3C=C([O:38]C)C=C4)N(CC2)C1.S([O-])([O-])=O.[Na+].[Na+].C(O)(C)(C)C.[OH2:86], predict the reaction product. The product is: [OH:86][CH:2]([CH2:3][OH:38])[CH2:1][C:4]1[CH:5]=[C:6]([CH:12]=[CH:13][C:14]=1[O:15][CH3:16])[C:7]([N:9]([CH3:10])[CH3:11])=[O:8]. (5) Given the reactants CC[O-].[Na+].[C:5]([O:12][CH2:13][CH3:14])(=[O:11])[C:6](OCC)=O.[C:15](#[N:17])C.C(O)(=O)C.[NH:22]([C:24]([O:26][C:27]([CH3:30])([CH3:29])[CH3:28])=[O:25])[NH2:23], predict the reaction product. The product is: [C:15](/[C:6](=[N:23]/[NH:22][C:24]([O:26][C:27]([CH3:30])([CH3:29])[CH3:28])=[O:25])/[C:5]([O:12][CH2:13][CH3:14])=[O:11])#[N:17]. (6) The product is: [Br:13][C:14]1[CH:15]=[CH:16][C:17]([NH:20][C:21](=[O:24])[CH2:22][N:5]2[C:4](=[O:9])[C:3]([CH2:1][CH3:2])([CH:10]([CH3:11])[CH3:12])[NH:7][C:6]2=[O:8])=[CH:18][CH:19]=1. Given the reactants [CH2:1]([C:3]1([CH:10]([CH3:12])[CH3:11])[NH:7][C:6](=[O:8])[NH:5][C:4]1=[O:9])[CH3:2].[Br:13][C:14]1[CH:19]=[CH:18][C:17]([NH:20][C:21](=[O:24])[CH2:22]Cl)=[CH:16][CH:15]=1.C([O-])([O-])=O.[K+].[K+], predict the reaction product.